Predict the product of the given reaction. From a dataset of Forward reaction prediction with 1.9M reactions from USPTO patents (1976-2016). Given the reactants [H-].[Na+].[CH3:3][C:4]1[C:5]([C:18]23[CH2:23][CH:22]2[CH2:21][CH2:20][C:19]3=O)=[CH:6][C:7]2[C:8]([CH3:17])([CH3:16])[CH2:9][CH2:10][C:11]([CH3:15])([CH3:14])[C:12]=2[CH:13]=1.[CH2:34]1O[CH2:38][CH2:37][O:36][CH2:35][CH2:34]OCCO[CH2:38][CH2:37][O:36][CH2:35]1.C1C[O:43]CC1, predict the reaction product. The product is: [CH2:37]([O:36][C:35](=[O:43])[CH:34]=[C:19]1[CH2:20][CH2:21][CH:22]2[C:18]1([C:5]1[C:4]([CH3:3])=[CH:13][C:12]3[C:11]([CH3:14])([CH3:15])[CH2:10][CH2:9][C:8]([CH3:17])([CH3:16])[C:7]=3[CH:6]=1)[CH2:23]2)[CH3:38].